Dataset: Forward reaction prediction with 1.9M reactions from USPTO patents (1976-2016). Task: Predict the product of the given reaction. (1) Given the reactants [Cl:1][C:2]1[CH:14]=[CH:13][C:5]([CH2:6][CH:7]2[CH2:11][CH2:10][NH:9][C:8]2=O)=[CH:4][CH:3]=1, predict the reaction product. The product is: [Cl:1][C:2]1[CH:3]=[CH:4][C:5]([CH2:6][CH:7]2[CH2:11][CH2:10][NH:9][CH2:8]2)=[CH:13][CH:14]=1. (2) Given the reactants C([O:3][C:4](=[O:28])/[CH:5]=[CH:6]/[C:7]([N:9]1[C:14]2[CH:15]=[CH:16][CH:17]=[C:18]([CH:19]([CH3:21])[CH3:20])[C:13]=2[O:12][CH:11]([C:22]2[CH:27]=[CH:26][CH:25]=[CH:24][CH:23]=2)[CH2:10]1)=[O:8])C.[OH-].[Na+], predict the reaction product. The product is: [CH:19]([C:18]1[C:13]2[O:12][CH:11]([C:22]3[CH:23]=[CH:24][CH:25]=[CH:26][CH:27]=3)[CH2:10][N:9]([C:7](=[O:8])/[CH:6]=[CH:5]/[C:4]([OH:28])=[O:3])[C:14]=2[CH:15]=[CH:16][CH:17]=1)([CH3:21])[CH3:20]. (3) Given the reactants [O:1]1[CH:5]=[CH:4][N:3]=[C:2]1[CH:6]([NH:8][C:9]([C:11]1[C:19]2[C:14](=[N:15][CH:16]=[C:17]([C:20]3[C:28]4[C:23](=[CH:24][C:25]([Cl:29])=[CH:26][CH:27]=4)[N:22]([CH3:30])[N:21]=3)[N:18]=2)[N:13](COCC[Si](C)(C)C)[CH:12]=1)=[O:10])[CH3:7].FC(F)(F)C(O)=O.C(N)CN, predict the reaction product. The product is: [O:1]1[CH:5]=[CH:4][N:3]=[C:2]1[CH:6]([NH:8][C:9]([C:11]1[C:19]2[C:14](=[N:15][CH:16]=[C:17]([C:20]3[C:28]4[C:23](=[CH:24][C:25]([Cl:29])=[CH:26][CH:27]=4)[N:22]([CH3:30])[N:21]=3)[N:18]=2)[NH:13][CH:12]=1)=[O:10])[CH3:7]. (4) Given the reactants [Cl:1][C:2]1[CH:10]=[N:9][CH:8]=[C:7]([Cl:11])[C:3]=1[C:4]([OH:6])=O.C(Cl)(=O)C(Cl)=O.[NH:18]1[C:22]2[CH:23]=[CH:24][CH:25]=[CH:26][C:21]=2[N:20]=[C:19]1[CH2:27][N:28]([CH:33]1[C:42]2[N:41]=[CH:40][CH:39]=[CH:38][C:37]=2[CH2:36][CH2:35][CH2:34]1)[CH2:29][CH2:30][CH2:31][NH2:32].CCN(CC)CC, predict the reaction product. The product is: [NH:18]1[C:22]2[CH:23]=[CH:24][CH:25]=[CH:26][C:21]=2[N:20]=[C:19]1[CH2:27][N:28]([CH:33]1[C:42]2[N:41]=[CH:40][CH:39]=[CH:38][C:37]=2[CH2:36][CH2:35][CH2:34]1)[CH2:29][CH2:30][CH2:31][NH:32][C:4](=[O:6])[C:3]1[C:7]([Cl:11])=[CH:8][N:9]=[CH:10][C:2]=1[Cl:1].